From a dataset of Full USPTO retrosynthesis dataset with 1.9M reactions from patents (1976-2016). Predict the reactants needed to synthesize the given product. Given the product [C:1]([C:4]1[C:12]2[C:7](=[CH:8][CH:9]=[C:10]([O:13][CH2:14][C:15]3[N:16]=[CH:17][N:28]([CH3:27])[N:20]=3)[CH:11]=2)[N:6]([CH2:21][C:22]([OH:24])=[O:23])[N:5]=1)(=[O:3])[CH3:2], predict the reactants needed to synthesize it. The reactants are: [C:1]([C:4]1[C:12]2[C:7](=[CH:8][CH:9]=[C:10]([O:13][CH2:14][C:15]3[N:20]=CC=[CH:17][N:16]=3)[CH:11]=2)[N:6]([CH2:21][C:22]([OH:24])=[O:23])[N:5]=1)(=[O:3])[CH3:2].ClC[C:27]1N=CN(C)[N:28]=1.ClCC1N=CC=CN=1.